From a dataset of Catalyst prediction with 721,799 reactions and 888 catalyst types from USPTO. Predict which catalyst facilitates the given reaction. (1) Reactant: [NH:1]1[CH2:6][CH2:5][CH:4]([S:7]([NH2:10])(=[O:9])=[O:8])[CH2:3][CH2:2]1.C1(P(C2CCCCC2)C2C=CC=CC=2C2C(C(C)C)=CC(C(C)C)=CC=2C(C)C)CCCCC1.C(=O)([O-])[O-].[Cs+].[Cs+].Cl[C:52]1[CH:57]=[C:56]([O:58][CH3:59])[N:55]=[C:54]([S:60][CH2:61][C:62]2[CH:67]=[CH:66][CH:65]=[C:64]([F:68])[C:63]=2[F:69])[N:53]=1. Product: [F:69][C:63]1[C:64]([F:68])=[CH:65][CH:66]=[CH:67][C:62]=1[CH2:61][S:60][C:54]1[N:53]=[C:52]([NH:10][S:7]([CH:4]2[CH2:5][CH2:6][NH:1][CH2:2][CH2:3]2)(=[O:9])=[O:8])[CH:57]=[C:56]([O:58][CH3:59])[N:55]=1. The catalyst class is: 62. (2) Reactant: [Cl:1][C:2]1[CH:3]=[C:4]([C:8]2[N:12]3[N:13]=[C:14]([C:17]([OH:19])=O)[CH:15]=[CH:16][C:11]3=[N:10][CH:9]=2)[CH:5]=[CH:6][CH:7]=1.[F:20][C:21]([F:30])([F:29])[C:22]1[N:27]=[C:26]([NH2:28])[CH:25]=[CH:24][CH:23]=1.CCN(C(C)C)C(C)C.CN(C(ON1N=NC2C=CC=NC1=2)=[N+](C)C)C.F[P-](F)(F)(F)(F)F. Product: [Cl:1][C:2]1[CH:3]=[C:4]([C:8]2[N:12]3[N:13]=[C:14]([C:17]([NH:28][C:26]4[CH:25]=[CH:24][CH:23]=[C:22]([C:21]([F:29])([F:20])[F:30])[N:27]=4)=[O:19])[CH:15]=[CH:16][C:11]3=[N:10][CH:9]=2)[CH:5]=[CH:6][CH:7]=1. The catalyst class is: 18.